Dataset: Catalyst prediction with 721,799 reactions and 888 catalyst types from USPTO. Task: Predict which catalyst facilitates the given reaction. (1) Reactant: [CH2:1]([C:3]1[CH:15]=[C:14]2[C:6]([C:7](=O)[CH2:8][C:9]3([O:13]2)[CH2:12][CH2:11][CH2:10]3)=[C:5]([CH3:17])[C:4]=1[OH:18])[CH3:2].Cl.[CH3:20][O:21][NH2:22].C([O-])(=O)C.[Na+].O. Product: [CH3:20][O:21][N:22]=[C:7]1[C:6]2[C:14](=[CH:15][C:3]([CH2:1][CH3:2])=[C:4]([OH:18])[C:5]=2[CH3:17])[O:13][C:9]2([CH2:12][CH2:11][CH2:10]2)[CH2:8]1. The catalyst class is: 5. (2) Reactant: [Cl:1][C:2]1[CH:3]=[C:4]2[C:8](=[CH:9][CH:10]=1)[NH:7][CH:6]=[C:5]2[CH2:11][CH2:12][NH:13][C:14](=[O:22])[C:15]1[CH:20]=[CH:19][CH:18]=[CH:17][C:16]=1I.[CH3:23][C:24]1[CH:25]=[C:26](B(O)O)[CH:27]=[CH:28][C:29]=1[CH3:30].C(=O)([O-])[O-].[Na+].[Na+]. Product: [Cl:1][C:2]1[CH:3]=[C:4]2[C:8](=[CH:9][CH:10]=1)[NH:7][CH:6]=[C:5]2[CH2:11][CH2:12][NH:13][C:14]([C:15]1[C:16]([C:26]2[CH:27]=[CH:28][C:29]([CH3:30])=[C:24]([CH3:23])[CH:25]=2)=[CH:17][CH:18]=[CH:19][CH:20]=1)=[O:22]. The catalyst class is: 437. (3) Reactant: [NH2:1][C:2]1[CH:7]=[CH:6][CH:5]=[CH:4][N:3]=1.CS(O[CH2:13][CH2:14][CH2:15][CH2:16][CH2:17][CH2:18][CH2:19][CH2:20][O:21][CH2:22][CH2:23][CH2:24][CH2:25][CH2:26][CH3:27])(=O)=O.C(OCCCCCCCCNC1C=NC=CC=1)CCCCC. Product: [CH2:22]([O:21][CH2:20][CH2:19][CH2:18][CH2:17][CH2:16][CH2:15][CH2:14][CH2:13][NH:1][C:2]1[CH:7]=[CH:6][CH:5]=[CH:4][N:3]=1)[CH2:23][CH2:24][CH2:25][CH2:26][CH3:27]. The catalyst class is: 1. (4) Reactant: [NH2:1][CH2:2][C:3]([O:5][C@H:6]([CH2:35][N:36]([S:41]([C:44]1[CH:52]=[CH:51][C:47]2[O:48][CH2:49][O:50][C:46]=2[CH:45]=1)(=[O:43])=[O:42])[CH2:37][CH:38]([CH3:40])[CH3:39])[C@@H:7]([NH:23][C:24]([O:26][C@@H:27]1[C@H:34]2[C@H:30]([O:31][CH2:32][CH2:33]2)[O:29][CH2:28]1)=[O:25])[CH2:8][C:9]1[CH:14]=[CH:13][C:12]([O:15][CH2:16][C:17]2[N:18]=[C:19]([CH3:22])[S:20][CH:21]=2)=[CH:11][CH:10]=1)=[O:4].[C:53]([O:57][C:58]([NH:60][C:61]([NH:70][C:71]([O:73][C:74]([CH3:77])([CH3:76])[CH3:75])=[O:72])=NS(C(F)(F)F)(=O)=O)=[O:59])([CH3:56])([CH3:55])[CH3:54].C(N(CC)CC)C. Product: [C:74]([O:73][C:71]([NH:70]/[C:61](=[N:60]\[C:58]([O:57][C:53]([CH3:56])([CH3:55])[CH3:54])=[O:59])/[NH:1][CH2:2][C:3]([O:5][C@H:6]([CH2:35][N:36]([S:41]([C:44]1[CH:52]=[CH:51][C:47]2[O:48][CH2:49][O:50][C:46]=2[CH:45]=1)(=[O:43])=[O:42])[CH2:37][CH:38]([CH3:39])[CH3:40])[C@@H:7]([NH:23][C:24]([O:26][C@@H:27]1[C@H:34]2[C@H:30]([O:31][CH2:32][CH2:33]2)[O:29][CH2:28]1)=[O:25])[CH2:8][C:9]1[CH:10]=[CH:11][C:12]([O:15][CH2:16][C:17]2[N:18]=[C:19]([CH3:22])[S:20][CH:21]=2)=[CH:13][CH:14]=1)=[O:4])=[O:72])([CH3:77])([CH3:76])[CH3:75]. The catalyst class is: 96.